Predict the reactants needed to synthesize the given product. From a dataset of Full USPTO retrosynthesis dataset with 1.9M reactions from patents (1976-2016). (1) Given the product [Cl:1][C:2]1[C:7]([NH:8][CH:9]2[CH2:14][CH2:13][N:12]([C:15]([NH:16][C:17]3[CH:18]=[CH:19][C:20]([Cl:23])=[CH:21][CH:22]=3)=[O:24])[CH2:11][CH2:10]2)=[N:6][CH:5]=[C:4](/[CH:25]=[CH:26]/[C:27](=[O:28])[NH:37][O:36][CH:31]2[CH2:32][CH2:33][CH2:34][CH2:35][O:30]2)[CH:3]=1, predict the reactants needed to synthesize it. The reactants are: [Cl:1][C:2]1[CH:3]=[C:4]([CH:25]=[CH:26][C:27](O)=[O:28])[CH:5]=[N:6][C:7]=1[NH:8][CH:9]1[CH2:14][CH2:13][N:12]([C:15](=[O:24])[NH:16][C:17]2[CH:22]=[CH:21][C:20]([Cl:23])=[CH:19][CH:18]=2)[CH2:11][CH2:10]1.[O:30]1[CH2:35][CH2:34][CH2:33][CH2:32][CH:31]1[O:36][NH2:37].CCN=C=NCCCN(C)C.C1C=CC2N(O)N=NC=2C=1. (2) Given the product [CH2:1]([C@H:4]1[CH2:5][CH2:6][C:7](=[O:9])[CH2:8]1)[CH2:2][CH3:3], predict the reactants needed to synthesize it. The reactants are: [CH2:1]([C@@H:4]1[CH2:8][C:7](=[O:9])[CH:6]=[CH:5]1)[CH2:2][CH3:3]. (3) Given the product [OH:7][NH:8][C:9]([C:11]1[CH:12]=[CH:13][C:14]([CH2:15][NH:16][C:17]([C:19]2[CH:27]=[CH:26][C:25]3[CH2:28][NH:29][CH:30]([C:32]([O:34][C:35]([CH3:36])([CH3:37])[CH3:38])=[O:33])[CH2:31][N:23]4[C:24]=3[C:20]=2[CH:21]=[CH:22]4)=[O:18])=[CH:39][CH:40]=1)=[O:10], predict the reactants needed to synthesize it. The reactants are: O1CCCCC1[O:7][NH:8][C:9]([C:11]1[CH:40]=[CH:39][C:14]([CH2:15][NH:16][C:17]([C:19]2[CH:27]=[CH:26][C:25]3[CH2:28][NH:29][CH:30]([C:32]([O:34][C:35]([CH3:38])([CH3:37])[CH3:36])=[O:33])[CH2:31][N:23]4[C:24]=3[C:20]=2[CH:21]=[CH:22]4)=[O:18])=[CH:13][CH:12]=1)=[O:10].O.C(O)(=O)C. (4) Given the product [F:10][C:8]1([F:11])[O:7][C:6]2[CH:12]=[CH:13][C:3]([CH2:2][C:14]#[N:15])=[CH:4][C:5]=2[O:9]1, predict the reactants needed to synthesize it. The reactants are: Cl[CH2:2][C:3]1[CH:13]=[CH:12][C:6]2[O:7][C:8]([F:11])([F:10])[O:9][C:5]=2[CH:4]=1.[C-:14]#[N:15].[Na+]. (5) Given the product [Cl:6][C:7]1[CH:16]=[C:15]([S:17][CH2:4][C:2]([OH:5])([CH3:3])[CH3:1])[CH:14]=[CH:13][C:8]=1[C:9]([O:11][CH3:12])=[O:10], predict the reactants needed to synthesize it. The reactants are: [CH3:1][C:2]1([O:5][CH2:4]1)[CH3:3].[Cl:6][C:7]1[CH:16]=[C:15]([SH:17])[CH:14]=[CH:13][C:8]=1[C:9]([O:11][CH3:12])=[O:10]. (6) Given the product [N:11]1[C:20]2[C:15](=[CH:16][CH:17]=[CH:18][CH:19]=2)[CH:14]=[C:13]([CH2:21][CH2:22][CH:23]=[O:24])[CH:12]=1, predict the reactants needed to synthesize it. The reactants are: C(Cl)(=O)C(Cl)=O.CS(C)=O.[N:11]1[C:20]2[C:15](=[CH:16][CH:17]=[CH:18][CH:19]=2)[CH:14]=[C:13]([CH2:21][CH2:22][CH2:23][OH:24])[CH:12]=1.O.